From a dataset of Full USPTO retrosynthesis dataset with 1.9M reactions from patents (1976-2016). Predict the reactants needed to synthesize the given product. Given the product [O:19]=[C:11]1[CH:10]=[C:9]([CH2:8][N:7]([C:1]2[CH:2]=[CH:3][CH:4]=[CH:5][CH:6]=2)[C:25]([C:23]2[N:22]=[CH:21][S:20][CH:24]=2)=[O:26])[C:18]2[C:13](=[CH:14][CH:15]=[CH:16][CH:17]=2)[NH:12]1, predict the reactants needed to synthesize it. The reactants are: [C:1]1([NH:7][CH2:8][C:9]2[C:18]3[C:13](=[CH:14][CH:15]=[CH:16][CH:17]=3)[NH:12][C:11](=[O:19])[CH:10]=2)[CH:6]=[CH:5][CH:4]=[CH:3][CH:2]=1.[S:20]1[CH:24]=[C:23]([C:25](O)=[O:26])[N:22]=[CH:21]1.